Dataset: Forward reaction prediction with 1.9M reactions from USPTO patents (1976-2016). Task: Predict the product of the given reaction. Given the reactants [NH:1]1[CH2:5][CH2:4][CH2:3][CH2:2]1.[CH3:6][N:7]([CH3:29])[C:8]1[N:28]=[C:11]2[CH:12]=[CH:13][C:14]([NH:16][C:17]([C:19]3[N:23]([CH3:24])[N:22]=[CH:21][C:20]=3[C:25](O)=[O:26])=[O:18])=[CH:15][N:10]2[N:9]=1, predict the reaction product. The product is: [CH3:6][N:7]([CH3:29])[C:8]1[N:28]=[C:11]2[CH:12]=[CH:13][C:14]([NH:16][C:17]([C:19]3[N:23]([CH3:24])[N:22]=[CH:21][C:20]=3[C:25]([N:1]3[CH2:5][CH2:4][CH2:3][CH2:2]3)=[O:26])=[O:18])=[CH:15][N:10]2[N:9]=1.